Dataset: Peptide-MHC class II binding affinity with 134,281 pairs from IEDB. Task: Regression. Given a peptide amino acid sequence and an MHC pseudo amino acid sequence, predict their binding affinity value. This is MHC class II binding data. (1) The peptide sequence is ALSRVHSMFLGTGGS. The MHC is DRB1_0901 with pseudo-sequence DRB1_0901. The binding affinity (normalized) is 0.215. (2) The peptide sequence is TSSDDQITLIKTPSL. The MHC is DRB1_0701 with pseudo-sequence DRB1_0701. The binding affinity (normalized) is 0.941. (3) The peptide sequence is GTKGEAKDVIPEGWK. The MHC is HLA-DQA10501-DQB10301 with pseudo-sequence HLA-DQA10501-DQB10301. The binding affinity (normalized) is 0.242. (4) The peptide sequence is ERIFKRFDTNGDGKI. The MHC is DRB1_0301 with pseudo-sequence DRB1_0301. The binding affinity (normalized) is 0.227. (5) The peptide sequence is VVAPQLPADLMIRII. The MHC is HLA-DQA10104-DQB10503 with pseudo-sequence HLA-DQA10104-DQB10503. The binding affinity (normalized) is 0.0412. (6) The peptide sequence is EAIIRILQQLLFIHF. The MHC is HLA-DPA10103-DPB10401 with pseudo-sequence HLA-DPA10103-DPB10401. The binding affinity (normalized) is 0.457. (7) The peptide sequence is AAATAGTTVYGAFAA. The MHC is DRB1_0802 with pseudo-sequence DRB1_0802. The binding affinity (normalized) is 0.353. (8) The peptide sequence is LKRLWKMLDPRQGLA. The MHC is DRB5_0101 with pseudo-sequence DRB5_0101. The binding affinity (normalized) is 0.808. (9) The peptide sequence is GIAQSASVLSFMDKG. The MHC is DRB1_1101 with pseudo-sequence DRB1_1101. The binding affinity (normalized) is 0.461.